From a dataset of Catalyst prediction with 721,799 reactions and 888 catalyst types from USPTO. Predict which catalyst facilitates the given reaction. (1) Reactant: [Cl:1][C:2]1[CH:7]=[C:6]([C:8]2[CH:13]=[N:12][CH:11]=[C:10]([CH3:14])[N:9]=2)[CH:5]=[CH:4][C:3]=1[C:15]1[C:26](=[O:27])[N:25]([CH2:28][CH2:29][NH:30][C:31](=[O:37])[O:32][C:33]([CH3:36])([CH3:35])[CH3:34])[C:18]2[N:19]=[C:20]([S:23][CH3:24])[N:21]=[CH:22][C:17]=2[CH:16]=1.ClC1C=C(C=CC=1)C(OO)=[O:43]. Product: [Cl:1][C:2]1[CH:7]=[C:6]([C:8]2[CH:13]=[N:12][CH:11]=[C:10]([CH3:14])[N:9]=2)[CH:5]=[CH:4][C:3]=1[C:15]1[C:26](=[O:27])[N:25]([CH2:28][CH2:29][NH:30][C:31](=[O:37])[O:32][C:33]([CH3:34])([CH3:36])[CH3:35])[C:18]2[N:19]=[C:20]([S:23]([CH3:24])=[O:43])[N:21]=[CH:22][C:17]=2[CH:16]=1. The catalyst class is: 4. (2) Reactant: [Cl:1][C:2]1[N:7]=[C:6](Cl)[C:5]([Cl:9])=[CH:4][N:3]=1.C(N(CC)CC)C.[NH2:17][C:18]1([C:21]([O:23][CH3:24])=[O:22])[CH2:20][CH2:19]1. Product: [Cl:1][C:2]1[N:7]=[C:6]([NH:17][C:18]2([C:21]([O:23][CH3:24])=[O:22])[CH2:20][CH2:19]2)[C:5]([Cl:9])=[CH:4][N:3]=1. The catalyst class is: 121.